Dataset: Reaction yield outcomes from USPTO patents with 853,638 reactions. Task: Predict the reaction yield, written as a fraction of the theoretical maximum amount of product (1.0 means a 100% yield; for example, 0.34 means a 34% yield). (1) The reactants are CC1(C)C(C)(C)OB([C:9]2[CH:14]=[CH:13][C:12]([F:15])=[CH:11][CH:10]=2)O1.Br[C:18]1[CH:19]=[CH:20][C:21]([CH3:25])=[C:22]([CH:24]=1)[NH2:23].C(=O)([O-])[O-].[Cs+].[Cs+]. The catalyst is C1COCC1. The product is [F:15][C:12]1[CH:11]=[CH:10][C:9]([C:18]2[CH:19]=[CH:20][C:21]([CH3:25])=[C:22]([NH2:23])[CH:24]=2)=[CH:14][CH:13]=1. The yield is 0.430. (2) The reactants are Cl[C:2]1[C:11]2[C:6](=[CH:7][CH:8]=[C:9]([Cl:12])[N:10]=2)[N:5]=[CH:4][C:3]=1[C:13](=[O:15])[CH3:14].Cl.Cl.[CH3:18][N:19]([CH3:27])[C@H:20]1[CH2:25][CH2:24][C@H:23]([NH2:26])[CH2:22][CH2:21]1. No catalyst specified. The product is [Cl:12][C:9]1[N:10]=[C:11]2[C:6](=[CH:7][CH:8]=1)[N:5]=[CH:4][C:3]([C:13](=[O:15])[CH3:14])=[C:2]2[NH:26][C@H:23]1[CH2:24][CH2:25][C@H:20]([N:19]([CH3:27])[CH3:18])[CH2:21][CH2:22]1. The yield is 0.380. (3) The reactants are Cl[C:2]1[S:3][CH:4]=[CH:5][N:6]=1.[C:7]([O:11][C:12]([CH3:15])([CH3:14])[CH3:13])(=[O:10])[CH2:8][CH3:9].[CH3:16][Si]([N-][Si](C)(C)C)(C)C.[Na+].CI. The catalyst is C1(C)C=CC=CC=1. The product is [CH3:9][C:8]([C:2]1[S:3][CH:4]=[CH:5][N:6]=1)([CH3:16])[C:7]([O:11][C:12]([CH3:15])([CH3:14])[CH3:13])=[O:10]. The yield is 0.620. (4) The reactants are [NH2:1][CH2:2][CH2:3][NH:4][C:5]([C@:7]12[CH2:42][CH2:41][C@@H:40]([C:43]([CH3:45])=[CH2:44])[C@@H:8]1[C@@H:9]1[C@@:22]([CH3:25])([CH2:23][CH2:24]2)[C@@:21]2([CH3:26])[C@@H:12]([C@:13]3([CH3:39])[C@@H:18]([CH2:19][CH2:20]2)[C:17]([CH3:28])([CH3:27])[C:16]([C:29]2[CH:38]=[CH:37][C:32]([C:33]([O:35][CH3:36])=[O:34])=[CH:31][CH:30]=2)=[CH:15][CH2:14]3)[CH2:11][CH2:10]1)=[O:6].[C:46]([O:50][CH3:51])(=[O:49])[CH:47]=[CH2:48]. The catalyst is CO. The product is [CH3:36][O:35][C:33]([C:32]1[CH:31]=[CH:30][C:29]([C:16]2[C:17]([CH3:27])([CH3:28])[C@H:18]3[C@:13]([CH3:39])([CH2:14][CH:15]=2)[C@@H:12]2[C@:21]([CH3:26])([C@@:22]4([CH3:25])[C@H:9]([CH2:10][CH2:11]2)[C@H:8]2[C@H:40]([C:43]([CH3:45])=[CH2:44])[CH2:41][CH2:42][C@:7]2([C:5]([NH:4][CH2:3][CH2:2][N:1]([CH2:31][CH2:32][C:33]([O:35][CH3:36])=[O:34])[CH2:48][CH2:47][C:46]([O:50][CH3:51])=[O:49])=[O:6])[CH2:24][CH2:23]4)[CH2:20][CH2:19]3)=[CH:38][CH:37]=1)=[O:34]. The yield is 0.980.